This data is from Forward reaction prediction with 1.9M reactions from USPTO patents (1976-2016). The task is: Predict the product of the given reaction. Given the reactants [Si]([O:8][CH2:9][C@H:10]([CH3:28])[O:11][C:12]1[CH:13]=[C:14]([CH:24]=[C:25]([OH:27])[CH:26]=1)[C:15]([NH:17][C:18]1[CH:22]=[CH:21][N:20]([CH3:23])[N:19]=1)=[O:16])(C(C)(C)C)(C)C.[F:29][C:30]1([F:42])[O:34][C:33]2[CH:35]=[CH:36][C:37](B(O)O)=[CH:38][C:32]=2[O:31]1.C(N(CC)CC)C, predict the reaction product. The product is: [F:42][C:30]1([F:29])[O:31][C:32]2[CH:38]=[CH:37][C:36]([O:27][C:25]3[CH:24]=[C:14]([CH:13]=[C:12]([O:11][C@@H:10]([CH3:28])[CH2:9][OH:8])[CH:26]=3)[C:15]([NH:17][C:18]3[CH:22]=[CH:21][N:20]([CH3:23])[N:19]=3)=[O:16])=[CH:35][C:33]=2[O:34]1.